This data is from Forward reaction prediction with 1.9M reactions from USPTO patents (1976-2016). The task is: Predict the product of the given reaction. Given the reactants [CH:1]1([CH2:6][C@H:7]([CH2:11][N:12]([CH:21]=[O:22])[O:13][CH2:14][C:15]2[CH:20]=[CH:19][CH:18]=[CH:17][CH:16]=2)[C:8](F)=[O:9])[CH2:5][CH2:4][CH2:3][CH2:2]1.[C:23]1([CH2:29][O:30][C:31]([N:33]2[CH2:37][CH2:36][C@@H:35]([C:38]([OH:40])=[O:39])[NH:34]2)=[O:32])[CH:28]=[CH:27][CH:26]=[CH:25][CH:24]=1.CCN(C(C)C)C(C)C.C(O)(=O)C, predict the reaction product. The product is: [CH:1]1([CH2:6][C@H:7]([CH2:11][N:12]([CH:21]=[O:22])[O:13][CH2:14][C:15]2[CH:20]=[CH:19][CH:18]=[CH:17][CH:16]=2)[C:8]([N:34]2[C@H:35]([C:38]([OH:40])=[O:39])[CH2:36][CH2:37][N:33]2[C:31]([O:30][CH2:29][C:23]2[CH:28]=[CH:27][CH:26]=[CH:25][CH:24]=2)=[O:32])=[O:9])[CH2:5][CH2:4][CH2:3][CH2:2]1.